From a dataset of Full USPTO retrosynthesis dataset with 1.9M reactions from patents (1976-2016). Predict the reactants needed to synthesize the given product. (1) Given the product [CH3:15][O:14][C:3]1[CH:4]=[C:5]([CH:10]([O:12][CH3:13])[CH3:11])[CH:6]=[C:7]([O:8][CH3:9])[C:2]=1[B:21]([OH:24])[OH:22], predict the reactants needed to synthesize it. The reactants are: Br[C:2]1[C:7]([O:8][CH3:9])=[CH:6][C:5]([CH:10]([O:12][CH3:13])[CH3:11])=[CH:4][C:3]=1[O:14][CH3:15].C([Li])CCC.[B:21](OC)([O:24]C)[O:22]C.[Cl-].[NH4+]. (2) Given the product [NH2:1][C:2]1[N:7]=[CH:6][C:5]([C:8]2[CH:9]=[N:10][N:11]([CH2:13][CH2:14][C:15]([N:27]3[CH2:31][CH2:30][CH2:29][CH2:28]3)=[O:16])[CH:12]=2)=[CH:4][C:3]=1[C:18]1[S:19][C:20]2[CH:26]=[CH:25][CH:24]=[CH:23][C:21]=2[N:22]=1, predict the reactants needed to synthesize it. The reactants are: [NH2:1][C:2]1[N:7]=[CH:6][C:5]([C:8]2[CH:9]=[N:10][N:11]([CH2:13][CH2:14][C:15](O)=[O:16])[CH:12]=2)=[CH:4][C:3]=1[C:18]1[S:19][C:20]2[CH:26]=[CH:25][CH:24]=[CH:23][C:21]=2[N:22]=1.[NH:27]1[CH2:31][CH2:30][CH2:29][CH2:28]1.CN(C(ON1N=NC2C=CC=CC1=2)=[N+](C)C)C.[B-](F)(F)(F)F.CCN(C(C)C)C(C)C.CN(C=O)C.